Dataset: Reaction yield outcomes from USPTO patents with 853,638 reactions. Task: Predict the reaction yield, written as a fraction of the theoretical maximum amount of product (1.0 means a 100% yield; for example, 0.34 means a 34% yield). (1) The reactants are C([O:3][C:4]([C:6]1[S:7][C:8]([S:11]([N:14]2[CH2:19][CH2:18][N:17]([C:20](=[O:27])[C:21]3[CH:26]=[CH:25][CH:24]=[CH:23][CH:22]=3)[CH2:16][CH:15]2[CH3:28])(=[O:13])=[O:12])=[CH:9][CH:10]=1)=[O:5])C.[OH-].[Na+].CO.O.Cl. The catalyst is O.CO.C(Cl)(Cl)Cl. The product is [C:20]([N:17]1[CH2:18][CH2:19][N:14]([S:11]([C:8]2[S:7][C:6]([C:4]([OH:5])=[O:3])=[CH:10][CH:9]=2)(=[O:13])=[O:12])[CH:15]([CH3:28])[CH2:16]1)(=[O:27])[C:21]1[CH:26]=[CH:25][CH:24]=[CH:23][CH:22]=1. The yield is 0.840. (2) The reactants are [C:1]([O:5][C:6]([NH:8][CH2:9][C:10]1[CH:15]=[CH:14][C:13]([N:16]2[C:22]3[CH:23]=[CH:24][CH:25]=[CH:26][C:21]=3[N:20]([CH2:27][C:28]3[CH:33]=[CH:32][C:31]([N+:34]([O-])=O)=[CH:30][CH:29]=3)[C:19](=[O:37])[CH2:18][C:17]2=[O:38])=[CH:12][CH:11]=1)=[O:7])([CH3:4])([CH3:3])[CH3:2]. The catalyst is [Pd].CO. The product is [NH2:34][C:31]1[CH:30]=[CH:29][C:28]([CH2:27][N:20]2[C:21]3[CH:26]=[CH:25][CH:24]=[CH:23][C:22]=3[N:16]([C:13]3[CH:14]=[CH:15][C:10]([CH2:9][NH:8][C:6]([O:5][C:1]([CH3:4])([CH3:2])[CH3:3])=[O:7])=[CH:11][CH:12]=3)[C:17](=[O:38])[CH2:18][C:19]2=[O:37])=[CH:33][CH:32]=1. The yield is 0.790. (3) The reactants are COC1C=CC(C[N:8](CC2C=CC(OC)=CC=2)[C:9]2[N:14]=[C:13]([CH3:15])[N:12]=[C:11]([C:16]3[C:17]([NH:33][C:34]4[CH:35]=[CH:36][C:37]([NH:40][C:41](=[O:43])[CH3:42])=[N:38][CH:39]=4)=[N:18][CH:19]=[C:20]([CH2:22][N:23]4[CH2:28][CH2:27][N:26]([S:29]([CH3:32])(=[O:31])=[O:30])[CH2:25][CH2:24]4)[CH:21]=3)[N:10]=2)=CC=1.FC(F)(F)S(O)(=O)=O.C(O)(C(F)(F)F)=O.C(=O)([O-])[O-].[Na+].[Na+].C(=O)(O)[O-].[Na+]. No catalyst specified. The product is [NH2:8][C:9]1[N:14]=[C:13]([CH3:15])[N:12]=[C:11]([C:16]2[C:17]([NH:33][C:34]3[CH:35]=[CH:36][C:37]([NH:40][C:41](=[O:43])[CH3:42])=[N:38][CH:39]=3)=[N:18][CH:19]=[C:20]([CH2:22][N:23]3[CH2:24][CH2:25][N:26]([S:29]([CH3:32])(=[O:31])=[O:30])[CH2:27][CH2:28]3)[CH:21]=2)[N:10]=1. The yield is 0.660. (4) The reactants are Cl[C:2]1[S:3][C:4]2[CH:10]=[C:9]([Cl:11])[CH:8]=[CH:7][C:5]=2[N:6]=1.[F:12][C:13]1[CH:19]=[C:18]([I:20])[CH:17]=[CH:16][C:14]=1[NH2:15].Cl. The catalyst is C(O)CCC. The product is [I:20][C:18]1[CH:17]=[CH:16][C:14]([NH:15][C:2]2[S:3][C:4]3[CH:10]=[C:9]([Cl:11])[CH:8]=[CH:7][C:5]=3[N:6]=2)=[C:13]([F:12])[CH:19]=1. The yield is 0.380. (5) The reactants are Br[CH:2]1[C:6]2([C:14]3[C:9](=[CH:10][CH:11]=[CH:12][CH:13]=3)[NH:8][C:7]2=[O:15])[CH2:5][CH2:4][CH2:3]1.[H-].[Na+].C([Li])CCC.C([O:26][B:27](OC(C)C)[O:28]C(C)C)(C)C.Cl. The catalyst is C1COCC1. The product is [NH:8]1[C:9]2[C:14](=[CH:13][CH:12]=[CH:11][CH:10]=2)[C:6]2([CH:2]([B:27]([OH:28])[OH:26])[CH2:3][CH2:4][CH2:5]2)[C:7]1=[O:15]. The yield is 0.640.